Dataset: Peptide-MHC class I binding affinity with 185,985 pairs from IEDB/IMGT. Task: Regression. Given a peptide amino acid sequence and an MHC pseudo amino acid sequence, predict their binding affinity value. This is MHC class I binding data. (1) The peptide sequence is LTSSVIGAL. The MHC is HLA-A32:01 with pseudo-sequence HLA-A32:01. The binding affinity (normalized) is 0.151. (2) The peptide sequence is ARYGIFLPF. The MHC is HLA-A30:01 with pseudo-sequence HLA-A30:01. The binding affinity (normalized) is 0.0847. (3) The MHC is HLA-B58:01 with pseudo-sequence HLA-B58:01. The binding affinity (normalized) is 0.480. The peptide sequence is PATLLVWHTW. (4) The peptide sequence is EYYFRNEVF. The MHC is HLA-A02:03 with pseudo-sequence HLA-A02:03. The binding affinity (normalized) is 0.0847. (5) The peptide sequence is FLPPQIPVI. The binding affinity (normalized) is 0.0847. The MHC is HLA-B44:02 with pseudo-sequence HLA-B44:02. (6) The peptide sequence is AAVKAGAAL. The MHC is HLA-A32:01 with pseudo-sequence HLA-A32:01. The binding affinity (normalized) is 0.